This data is from Full USPTO retrosynthesis dataset with 1.9M reactions from patents (1976-2016). The task is: Predict the reactants needed to synthesize the given product. (1) Given the product [CH3:2][CH:3]([CH2:7][CH2:8][N:9]1[CH2:13][CH2:12][CH2:11][CH2:10]1)[C:4]([NH:32][C:31]1[NH:27][N:28]=[C:29]([C:33]2[CH:34]=[C:35]3[C:40](=[CH:41][CH:42]=2)[N:39]=[CH:38][CH:37]=[CH:36]3)[CH:30]=1)=[O:6], predict the reactants needed to synthesize it. The reactants are: Cl.[CH3:2][CH:3]([CH2:7][CH2:8][N:9]1[CH2:13][CH2:12][CH2:11][CH2:10]1)[C:4]([OH:6])=O.C(Cl)(=O)C(Cl)=O.C(OC([N:27]1[C:31]([NH2:32])=[CH:30][C:29]([C:33]2[CH:34]=[C:35]3[C:40](=[CH:41][CH:42]=2)[N:39]=[CH:38][CH:37]=[CH:36]3)=[N:28]1)=O)(C)(C)C.Cl. (2) Given the product [CH3:7][O:8][C:9]1[CH:17]=[CH:16][C:1]([C:2]([Cl:4])=[O:3])=[CH:11][C:10]=1[N+:18]([O-:20])=[O:19], predict the reactants needed to synthesize it. The reactants are: [C:1](Cl)(=O)[C:2]([Cl:4])=[O:3].[CH3:7][O:8][C:9]1[CH:17]=[CH:16]C(C(O)=O)=[CH:11][C:10]=1[N+:18]([O-:20])=[O:19]. (3) The reactants are: [CH2:1]=O.[NH:3]1[CH2:8][CH2:7][O:6][CH2:5][CH2:4]1.C[Si]([N:13]=[N+:14]=[N-:15])(C)C.[F:16][C:17]([F:27])([F:26])[C:18]1[CH:23]=[CH:22][C:21]([N+:24]#[C-:25])=[CH:20][CH:19]=1. Given the product [F:16][C:17]([F:26])([F:27])[C:18]1[CH:19]=[CH:20][C:21]([N:24]2[C:25]([CH2:1][N:3]3[CH2:8][CH2:7][O:6][CH2:5][CH2:4]3)=[N:15][N:14]=[N:13]2)=[CH:22][CH:23]=1, predict the reactants needed to synthesize it. (4) Given the product [OH:1][C@:2]([C:7]1[CH:12]=[CH:11][CH:10]=[CH:9][CH:8]=1)([CH3:6])[C:3]([N:14]([CH3:13])[C@H:15]1[CH2:34][N:19]2[C:20]3[C:25]([C:26]([CH2:27][C:28]([OH:30])=[O:29])=[C:18]2[CH2:17][CH2:16]1)=[CH:24][CH:23]=[CH:22][CH:21]=3)=[O:5], predict the reactants needed to synthesize it. The reactants are: [OH:1][C@:2]([C:7]1[CH:12]=[CH:11][CH:10]=[CH:9][CH:8]=1)([CH3:6])[C:3]([OH:5])=O.[CH3:13][NH:14][C@H:15]1[CH2:34][N:19]2[C:20]3[C:25]([C:26]([CH2:27][C:28]([O:30]CCC)=[O:29])=[C:18]2[CH2:17][CH2:16]1)=[CH:24][CH:23]=[CH:22][CH:21]=3. (5) Given the product [CH3:17][C:5]1([CH2:9][N:12]2[CH:16]=[CH:15][CH:14]=[N:13]2)[CH2:4][CH2:3][CH2:8][CH2:7][CH2:6]1, predict the reactants needed to synthesize it. The reactants are: CN(C)[C:3]1[CH:4]=[C:5]([CH2:9]O)[CH:6]=[CH:7][CH:8]=1.[NH:12]1[CH:16]=[CH:15][CH:14]=[N:13]1.[CH3:17]C1(C)C(C)(C)OB(C2C=NNC=2)O1. (6) Given the product [Cl:1][C:2]1[CH:3]=[CH:4][C:5]([NH:8][C:9]([NH:11][C:12]2[CH:17]=[CH:16][CH:15]=[C:14]([C:18]3[CH:23]=[CH:22][CH:21]=[C:20]([N:24]4[CH2:28][CH2:27][CH2:26][CH2:25]4)[N:19]=3)[CH:13]=2)=[O:10])=[CH:6][C:7]=1[I:50], predict the reactants needed to synthesize it. The reactants are: [Cl:1][C:2]1[CH:7]=[CH:6][C:5]([NH:8][C:9]([NH:11][C:12]2[CH:17]=[CH:16][CH:15]=[C:14]([C:18]3[CH:23]=[CH:22][CH:21]=[C:20]([N:24]4[CH2:28][CH2:27][CH2:26][CH2:25]4)[N:19]=3)[CH:13]=2)=[O:10])=[C:4](I)[CH:3]=1.ClC(Cl)(OC(=O)OC(Cl)(Cl)Cl)Cl.ClC1C=CC(N)=CC=1[I:50].CCN(CC)CC. (7) Given the product [CH3:10][O:9][C:7]1[CH:6]=[C:5]([NH:11][C:12]2[C:13]([NH:22][S:23]([C:26]3[CH:31]=[CH:30][C:29](=[O:32])[NH:28][CH:27]=3)(=[O:24])=[O:25])=[N:14][C:15]3[C:20]([N:21]=2)=[CH:19][CH:18]=[CH:17][CH:16]=3)[CH:4]=[C:3]([O:2][CH3:1])[CH:8]=1, predict the reactants needed to synthesize it. The reactants are: [CH3:1][O:2][C:3]1[CH:4]=[C:5]([NH:11][C:12]2[C:13]([NH:22][S:23]([C:26]3[CH:27]=[N:28][CH:29]=[CH:30][CH:31]=3)(=[O:25])=[O:24])=[N:14][C:15]3[C:20]([N:21]=2)=[CH:19][CH:18]=[CH:17][CH:16]=3)[CH:6]=[C:7]([O:9][CH3:10])[CH:8]=1.[OH-:32].[Na+].Cl.